The task is: Binary Classification. Given a T-cell receptor sequence (or CDR3 region) and an epitope sequence, predict whether binding occurs between them.. This data is from TCR-epitope binding with 47,182 pairs between 192 epitopes and 23,139 TCRs. The epitope is VLWAHGFEL. The TCR CDR3 sequence is CASSLAHGRGSGEQYF. Result: 1 (the TCR binds to the epitope).